This data is from Full USPTO retrosynthesis dataset with 1.9M reactions from patents (1976-2016). The task is: Predict the reactants needed to synthesize the given product. (1) Given the product [NH2:10][C:8]1[N:7]([C:11]2[CH:12]=[C:13]([CH:14]=[CH:15][CH:16]=2)[C:25]([NH2:27])=[O:26])[N:6]=[C:5]([C:1]([CH3:2])([CH3:3])[CH3:4])[CH:9]=1, predict the reactants needed to synthesize it. The reactants are: [C:1]([C:5]1[CH:9]=[C:8]([NH2:10])[N:7]([C:11]2[CH:12]=[C:13](NC(=O)OC(C)(C)C)[CH:14]=[CH:15][CH:16]=2)[N:6]=1)([CH3:4])([CH3:3])[CH3:2].[CH:25]([NH2:27])=[O:26].C[O-].[Na+]. (2) Given the product [Cl:1][C:2]1[CH:14]=[CH:13][C:12]2[C:11]3[C:6](=[CH:7][C:8]([Cl:15])=[CH:9][CH:10]=3)[C:5](=[CH:16][C:17]([NH:19][CH2:20][CH2:21][CH2:22][CH2:23][CH2:24][C:25]([NH:46][C:45]3[CH:44]=[CH:43][CH:42]=[CH:41][C:49]=3[NH2:48])=[O:26])=[O:18])[C:4]=2[CH:3]=1, predict the reactants needed to synthesize it. The reactants are: [Cl:1][C:2]1[CH:14]=[CH:13][C:12]2[C:11]3[C:6](=[CH:7][C:8]([Cl:15])=[CH:9][CH:10]=3)[C:5](=[CH:16][C:17]([NH:19][CH2:20][CH2:21][CH2:22][CH2:23][CH2:24][C:25](O)=[O:26])=[O:18])[C:4]=2[CH:3]=1.Cl.C(N=C=NCCCN(C)C)C.O[C:41]1[C:49]2[N:48]=N[NH:46][C:45]=2[CH:44]=[CH:43][CH:42]=1.C(N(CC)CC)C.C1(N)C=CC=CC=1N. (3) Given the product [C:1]1([CH:7]2[C:8]3[O:13][C:17](=[O:18])[NH:16][C:14](=[O:15])[C:9]=3[CH2:10][CH2:11][CH2:12]2)[CH:6]=[CH:5][CH:4]=[CH:3][CH:2]=1, predict the reactants needed to synthesize it. The reactants are: [C:1]1([CH:7]2[CH2:12][CH2:11][CH2:10][CH2:9][C:8]2=[O:13])[CH:6]=[CH:5][CH:4]=[CH:3][CH:2]=1.[C:14](Cl)([N:16]=[C:17]=[O:18])=[O:15]. (4) Given the product [C:14]([C:10]1[CH:9]=[C:8]2[C:13](=[CH:12][CH:11]=1)[N:4]([CH2:3][CH2:2][O:1][S:25]([CH3:24])(=[O:27])=[O:26])[CH2:5][CH2:6][CH2:7]2)(=[O:15])[NH2:16], predict the reactants needed to synthesize it. The reactants are: [OH:1][CH2:2][CH2:3][N:4]1[C:13]2[C:8](=[CH:9][C:10]([C:14]([NH2:16])=[O:15])=[CH:11][CH:12]=2)[CH2:7][CH2:6][CH2:5]1.C(N(CC)CC)C.[CH3:24][S:25](Cl)(=[O:27])=[O:26]. (5) Given the product [CH3:2][O:3][C:4](=[O:23])[C:5]1[C:6](=[CH:11][C:12]([O:15][C:16]2[CH:21]=[CH:20][CH:19]=[CH:18][C:17]=2[NH:22][C:30](=[O:31])[C:29]2[CH:28]=[C:27]([N+:24]([O-:26])=[O:25])[CH:35]=[C:34]([N+:36]([O-:38])=[O:37])[CH:33]=2)=[CH:13][CH:14]=1)[C:7]([O:9][CH3:10])=[O:8], predict the reactants needed to synthesize it. The reactants are: Cl.[CH3:2][O:3][C:4](=[O:23])[C:5]1[C:6](=[CH:11][C:12]([O:15][C:16]2[CH:21]=[CH:20][CH:19]=[CH:18][C:17]=2[NH2:22])=[CH:13][CH:14]=1)[C:7]([O:9][CH3:10])=[O:8].[N+:24]([C:27]1[CH:28]=[C:29]([CH:33]=[C:34]([N+:36]([O-:38])=[O:37])[CH:35]=1)[C:30](Cl)=[O:31])([O-:26])=[O:25]. (6) Given the product [NH2:30][CH:27]1[CH2:28][CH2:29][N:24]([C:21]2[N:22]=[CH:23][C:18]([NH:17][C:5]3[C:4]4[C:9](=[CH:10][CH:11]=[C:2]([C:43]5[CH:44]=[C:39]([Cl:38])[C:40]([OH:55])=[C:41]([Cl:54])[CH:42]=5)[CH:3]=4)[N:8]=[CH:7][C:6]=3[C:12]([CH:14]3[CH2:16][CH2:15]3)=[O:13])=[CH:19][CH:20]=2)[CH2:25][CH2:26]1, predict the reactants needed to synthesize it. The reactants are: Br[C:2]1[CH:3]=[C:4]2[C:9](=[CH:10][CH:11]=1)[N:8]=[CH:7][C:6]([C:12]([CH:14]1[CH2:16][CH2:15]1)=[O:13])=[C:5]2[NH:17][C:18]1[CH:19]=[CH:20][C:21]([N:24]2[CH2:29][CH2:28][CH:27]([NH:30]C(=O)OC(C)(C)C)[CH2:26][CH2:25]2)=[N:22][CH:23]=1.[Cl:38][C:39]1[CH:44]=[C:43](B2OC(C)(C)C(C)(C)O2)[CH:42]=[C:41]([Cl:54])[C:40]=1[OH:55]. (7) The reactants are: [CH3:1][C:2]1[CH:7]=[C:6]([CH3:8])[CH:5]=[CH:4][C:3]=1[C:9]1[CH:10]=[CH:11][C:12](=O)[NH:13][N:14]=1.O=P(Cl)(Cl)[Cl:18]. Given the product [Cl:18][C:12]1[N:13]=[N:14][C:9]([C:3]2[CH:4]=[CH:5][C:6]([CH3:8])=[CH:7][C:2]=2[CH3:1])=[CH:10][CH:11]=1, predict the reactants needed to synthesize it. (8) The reactants are: [C:1]([O:4][CH2:5][C:6]1[C:7]([N:37]2[CH2:48][CH2:47][N:46]3[C:39](=[CH:40][C:41]4[CH2:42][C:43]([CH3:50])([CH3:49])[CH2:44][C:45]=43)[C:38]2=[O:51])=[N:8][CH:9]=[CH:10][C:11]=1[C:12]1[CH:13]=[C:14]([NH:20][C:21]2[S:22][C:23]3[CH2:24][N:25](C(OC(C)(C)C)=O)[CH2:26][CH2:27][C:28]=3[N:29]=2)[C:15](=[O:19])[N:16]([CH3:18])[CH:17]=1)(=[O:3])[CH3:2].Cl. Given the product [C:1]([O:4][CH2:5][C:6]1[C:7]([N:37]2[CH2:48][CH2:47][N:46]3[C:39](=[CH:40][C:41]4[CH2:42][C:43]([CH3:50])([CH3:49])[CH2:44][C:45]=43)[C:38]2=[O:51])=[N:8][CH:9]=[CH:10][C:11]=1[C:12]1[CH:13]=[C:14]([NH:20][C:21]2[S:22][C:23]3[CH2:24][NH:25][CH2:26][CH2:27][C:28]=3[N:29]=2)[C:15](=[O:19])[N:16]([CH3:18])[CH:17]=1)(=[O:3])[CH3:2], predict the reactants needed to synthesize it.